From a dataset of Forward reaction prediction with 1.9M reactions from USPTO patents (1976-2016). Predict the product of the given reaction. (1) Given the reactants [F:1][C:2]([F:28])([F:27])[C:3]1[NH:4][C:5]2[C:10]([CH:11]=1)=[CH:9][C:8]([CH2:12][NH:13][C:14](C1C=CC(C(F)(F)F)=CN=1)=[O:15])=[CH:7][C:6]=2Br.C([Sn](CCCC)(CCCC)[C:34]1[CH:39]=[CH:38][CH:37]=[CH:36][N:35]=1)CCC.[Cl-].[Li+], predict the reaction product. The product is: [N:35]1[CH:36]=[CH:37][CH:38]=[CH:39][C:34]=1[C:6]1[CH:7]=[C:8]([CH2:12][NH:13][C:14]([C:37]2[CH:36]=[N:35][C:34]([C:2]([F:28])([F:27])[F:1])=[CH:39][CH:38]=2)=[O:15])[CH:9]=[C:10]2[C:5]=1[NH:4][C:3]([C:2]([F:28])([F:27])[F:1])=[CH:11]2. (2) Given the reactants [CH3:1][C:2]1[N:3]([CH:29]([CH3:35])[C:30]([O:32]CC)=[O:31])[C:4]2[CH2:5][C:6]([CH3:28])([CH3:27])[CH2:7][C:8](=[O:26])[C:9]=2[C:10]=1[CH2:11][C:12]1[CH:17]=[CH:16][CH:15]=[CH:14][C:13]=1[S:18]([N:21]1[CH2:25][CH2:24][CH2:23][CH2:22]1)(=[O:20])=[O:19].[OH-].[Li+].Cl, predict the reaction product. The product is: [CH3:1][C:2]1[N:3]([CH:29]([CH3:35])[C:30]([OH:32])=[O:31])[C:4]2[CH2:5][C:6]([CH3:28])([CH3:27])[CH2:7][C:8](=[O:26])[C:9]=2[C:10]=1[CH2:11][C:12]1[CH:17]=[CH:16][CH:15]=[CH:14][C:13]=1[S:18]([N:21]1[CH2:25][CH2:24][CH2:23][CH2:22]1)(=[O:20])=[O:19]. (3) The product is: [C:1]([O:5][C:6]([CH:7]1[CH:10]([CH3:11])[CH2:9][N:8]1[CH2:13][C:14]1[CH:19]=[CH:18][CH:17]=[CH:16][CH:15]=1)=[O:20])([CH3:4])([CH3:3])[CH3:2]. Given the reactants [C:1]([O:5][C:6](=[O:20])[CH2:7][N:8]([CH2:13][C:14]1[CH:19]=[CH:18][CH:17]=[CH:16][CH:15]=1)[CH2:9][CH:10](Cl)[CH3:11])([CH3:4])([CH3:3])[CH3:2].CN(C)P(N(C)C)(N(C)C)=O.C[Si](C)(C)[N-][Si](C)(C)C.[Li+].[Cl-].[NH4+], predict the reaction product. (4) Given the reactants Cl.[CH3:2][O:3][C:4](=[O:11])[C@@H:5]([NH2:10])[CH2:6][CH2:7][S:8][CH3:9].C[O:13][C:14](=O)[C:15]1[CH:20]=[CH:19][CH:18]=[C:17]([C:21]([F:24])([F:23])[F:22])[C:16]=1[CH2:25]Br.C(N(CC)CC)C, predict the reaction product. The product is: [CH3:2][O:3][C:4](=[O:11])[C@@H:5]([N:10]1[CH2:25][C:16]2[C:15](=[CH:20][CH:19]=[CH:18][C:17]=2[C:21]([F:24])([F:22])[F:23])[C:14]1=[O:13])[CH2:6][CH2:7][S:8][CH3:9]. (5) The product is: [ClH:1].[NH2:9][C:8]1[CH:7]=[CH:6][C:5]([O:12][CH2:13][C:14]([O:16][CH3:17])=[O:15])=[CH:4][C:3]=1[F:2]. Given the reactants [ClH:1].[F:2][C:3]1[CH:4]=[C:5]([O:12][CH2:13][C:14]([O:16][CH3:17])=[O:15])[CH:6]=[CH:7][C:8]=1[N+:9]([O-])=O, predict the reaction product. (6) Given the reactants [NH2:1][CH2:2][C:3]1[C:12](=[O:13])[C:11]2[C:6](=[CH:7][C:8]([Cl:14])=[CH:9][CH:10]=2)[N:5]([C:15]2[CH:20]=[CH:19][CH:18]=[CH:17][CH:16]=2)[CH:4]=1.[N:21]1([C:26]2[CH:27]=[C:28]([CH:32]=[CH:33][N:34]=2)[C:29](O)=[O:30])[CH2:25][CH2:24][CH2:23][CH2:22]1, predict the reaction product. The product is: [Cl:14][C:8]1[CH:7]=[C:6]2[C:11]([C:12](=[O:13])[C:3]([CH2:2][NH:1][C:29](=[O:30])[C:28]3[CH:32]=[CH:33][N:34]=[C:26]([N:21]4[CH2:22][CH2:23][CH2:24][CH2:25]4)[CH:27]=3)=[CH:4][N:5]2[C:15]2[CH:16]=[CH:17][CH:18]=[CH:19][CH:20]=2)=[CH:10][CH:9]=1. (7) Given the reactants C([Si](C)(C)[O:6][CH2:7][CH2:8][C@H:9]1[C:13]([CH3:15])([CH3:14])[O:12][C:11]([CH3:17])([CH3:16])[O:10]1)(C)(C)C.[F-].C([N+](CCCC)(CCCC)CCCC)CCC.O, predict the reaction product. The product is: [CH3:16][C:11]1([CH3:17])[O:10][C@@H:9]([CH2:8][CH2:7][OH:6])[C:13]([CH3:15])([CH3:14])[O:12]1.